This data is from Forward reaction prediction with 1.9M reactions from USPTO patents (1976-2016). The task is: Predict the product of the given reaction. (1) Given the reactants [C:1]([C:5]1[CH:6]=[C:7]([S:16][CH:17]2[CH2:22][CH2:21][N:20]([S:23]([C:26]3[N:30]([CH3:31])[C:29]([C:32]([OH:34])=[O:33])=[CH:28][CH:27]=3)(=[O:25])=[O:24])[CH2:19][CH2:18]2)[CH:8]=[C:9]([C:12]([CH3:15])([CH3:14])[CH3:13])[C:10]=1[OH:11])([CH3:4])([CH3:3])[CH3:2].[NH2:35][C@H:36]([C:44]([OH:46])=[O:45])[CH2:37][CH2:38][CH2:39][NH:40][C:41](=[NH:43])[NH2:42], predict the reaction product. The product is: [NH2:35][C@H:36]([C:44]([OH:46])=[O:45])[CH2:37][CH2:38][CH2:39][NH:40][C:41](=[NH:42])[NH2:43].[C:1]([C:5]1[CH:6]=[C:7]([S:16][CH:17]2[CH2:22][CH2:21][N:20]([S:23]([C:26]3[N:30]([CH3:31])[C:29]([C:32]([OH:34])=[O:33])=[CH:28][CH:27]=3)(=[O:25])=[O:24])[CH2:19][CH2:18]2)[CH:8]=[C:9]([C:12]([CH3:15])([CH3:14])[CH3:13])[C:10]=1[OH:11])([CH3:2])([CH3:3])[CH3:4]. (2) The product is: [ClH:19].[Cl:19][C:13]1[N:14]=[N:15][C:10]([CH:7]2[CH2:8][CH2:9][N:4]([CH:1]([CH3:3])[CH3:2])[CH2:5][CH2:6]2)=[CH:11][CH:12]=1. Given the reactants [CH:1]([N:4]1[CH2:9][CH2:8][CH:7]([C:10]2[CH:11]=[CH:12][C:13](=O)[NH:14][N:15]=2)[CH2:6][CH2:5]1)([CH3:3])[CH3:2].O=P(Cl)(Cl)[Cl:19], predict the reaction product. (3) Given the reactants [S:1]1[C:5]([C:6]2[O:7][C:8]3[C:9](=[C:11]([C:15]([OH:17])=O)[CH:12]=[CH:13][CH:14]=3)[N:10]=2)=[CH:4][C:3]2[CH2:18][CH2:19][CH2:20][C:2]1=2.Cl.Cl.[NH2:23][CH:24]1[CH2:31][CH:30]2[N:32]([CH3:33])[CH:26]([CH2:27][CH2:28][CH2:29]2)[CH2:25]1.Cl.C(N=C=NCCCN(C)C)C.ON1C2C=CC=CC=2N=N1.C(N(CC)CC)C, predict the reaction product. The product is: [CH3:33][N:32]1[CH:26]2[CH2:27][CH2:28][CH2:29][CH:30]1[CH2:31][CH:24]([NH:23][C:15]([C:11]1[CH:12]=[CH:13][CH:14]=[C:8]3[O:7][C:6]([C:5]4[S:1][C:2]5[CH2:20][CH2:19][CH2:18][C:3]=5[CH:4]=4)=[N:10][C:9]=13)=[O:17])[CH2:25]2. (4) Given the reactants [NH2:1][CH2:2][C:3]1([CH2:8][OH:9])[CH2:7][CH2:6][CH2:5][CH2:4]1.[OH-].[Na+].[C:12](O[C:12]([O:14][C:15]([CH3:18])([CH3:17])[CH3:16])=[O:13])([O:14][C:15]([CH3:18])([CH3:17])[CH3:16])=[O:13], predict the reaction product. The product is: [C:15]([O:14][C:12]([NH:1][CH2:2][C:3]1([CH2:8][OH:9])[CH2:7][CH2:6][CH2:5][CH2:4]1)=[O:13])([CH3:18])([CH3:17])[CH3:16]. (5) Given the reactants [Cl:1][C:2]1[CH:7]=[CH:6][C:5]([CH:8]([C:38]2[CH:43]=[CH:42][C:41]([Cl:44])=[CH:40][CH:39]=2)[C:9]2[CH:10]=[C:11]3[C:16](=[CH:17][CH:18]=2)[N:15]=[N:14][CH:13]=[C:12]3[NH:19][CH:20]2[CH2:25][CH2:24][N:23]([S:26]([C:29]3[O:33][C:32]([C:34]([O:36]C)=[O:35])=[CH:31][CH:30]=3)(=[O:28])=[O:27])[CH2:22][CH2:21]2)=[CH:4][CH:3]=1.[OH-].[Na+].CO.Cl, predict the reaction product. The product is: [Cl:1][C:2]1[CH:3]=[CH:4][C:5]([CH:8]([C:38]2[CH:39]=[CH:40][C:41]([Cl:44])=[CH:42][CH:43]=2)[C:9]2[CH:10]=[C:11]3[C:16](=[CH:17][CH:18]=2)[N:15]=[N:14][CH:13]=[C:12]3[NH:19][CH:20]2[CH2:21][CH2:22][N:23]([S:26]([C:29]3[O:33][C:32]([C:34]([OH:36])=[O:35])=[CH:31][CH:30]=3)(=[O:28])=[O:27])[CH2:24][CH2:25]2)=[CH:6][CH:7]=1. (6) Given the reactants [CH:1]1[C:9]2[C:8]3[CH:10]=[CH:11][CH:12]=[CH:13][C:7]=3[O:6][C:5]=2[C:4](B(O)O)=[CH:3][CH:2]=1.[Br:17][C:18]1[CH:23]=[CH:22][CH:21]=[CH:20][C:19]=1Br.C(=O)([O-])[O-].[K+].[K+], predict the reaction product. The product is: [Br:17][C:18]1[CH:23]=[CH:22][CH:21]=[CH:20][C:19]=1[C:4]1[C:5]2[O:6][C:7]3[CH:13]=[CH:12][CH:11]=[CH:10][C:8]=3[C:9]=2[CH:1]=[CH:2][CH:3]=1.